From a dataset of Catalyst prediction with 721,799 reactions and 888 catalyst types from USPTO. Predict which catalyst facilitates the given reaction. (1) Reactant: [C:1]([O:5][C:6]([N:8]1[C@@H:12]([CH3:13])[C@H:11]([F:14])[CH2:10][C@H:9]1[C:15]([NH:17][CH2:18][C:19]1[C:24]([F:25])=[CH:23][N:22]=[C:21]([C:26]2[CH:27]=[C:28]([C:36]([OH:38])=O)[C:29]([C:32]([F:35])([F:34])[F:33])=[N:30][CH:31]=2)[CH:20]=1)=[O:16])=[O:7])([CH3:4])([CH3:3])[CH3:2].[NH4+].[Cl-].C[N:42](C(ON1N=NC2C=CC=NC1=2)=[N+](C)C)C.F[P-](F)(F)(F)(F)F.CCN(C(C)C)C(C)C. Product: [C:36]([C:28]1[CH:27]=[C:26]([C:21]2[CH:20]=[C:19]([CH2:18][NH:17][C:15]([C@H:9]3[N:8]([C:6]([O:5][C:1]([CH3:2])([CH3:4])[CH3:3])=[O:7])[C@@H:12]([CH3:13])[C@H:11]([F:14])[CH2:10]3)=[O:16])[C:24]([F:25])=[CH:23][N:22]=2)[CH:31]=[N:30][C:29]=1[C:32]([F:34])([F:35])[F:33])(=[O:38])[NH2:42]. The catalyst class is: 3. (2) Reactant: [NH2:1][C:2]1[CH:3]=[C:4]([CH:8]=[CH:9][CH:10]=1)[C:5]([OH:7])=[O:6].[Br:11][C:12]1[CH:13]=[C:14]2[C:19](=[CH:20][CH:21]=1)[N:18]=[CH:17][C:16]([C:22]([NH2:24])=[O:23])=[C:15]2Cl. Product: [NH2:24][C:22]([C:16]1[CH:17]=[N:18][C:19]2[C:14]([C:15]=1[NH:1][C:2]1[CH:3]=[C:4]([CH:8]=[CH:9][CH:10]=1)[C:5]([OH:7])=[O:6])=[CH:13][C:12]([Br:11])=[CH:21][CH:20]=2)=[O:23]. The catalyst class is: 15. (3) Reactant: [CH3:1][C:2]1([CH3:19])[C:11]2[C:6](=[CH:7][C:8]([C:12](=[CH2:18])[CH2:13][CH2:14][CH2:15][CH2:16][CH3:17])=[CH:9][CH:10]=2)[S:5][CH2:4][CH2:3]1.[OH-:20].[Na+].OO.Cl. Product: [CH3:19][C:2]1([CH3:1])[C:11]2[C:6](=[CH:7][C:8]([CH:12]([CH2:13][CH2:14][CH2:15][CH2:16][CH3:17])[CH2:18][OH:20])=[CH:9][CH:10]=2)[S:5][CH2:4][CH2:3]1. The catalyst class is: 20. (4) Reactant: [CH3:1][O:2][C:3]1[N:8]=[C:7]2[N:9]([CH2:14][CH2:15][CH:16]=O)[C:10](=[O:13])[CH:11]=[CH:12][C:6]2=[N:5][CH:4]=1.[NH2:18][CH:19]1[CH2:23][N:22]([C:24]2[CH:25]=[CH:26][C:27]3[O:32][CH2:31][C:30](=[O:33])[NH:29][C:28]=3[CH:34]=2)[C:21](=[O:35])[CH2:20]1.C(O)(=O)C.S([O-])([O-])(=O)=O.[Na+].[Na+].C(O[BH-](OC(=O)C)OC(=O)C)(=O)C.[Na+]. Product: [CH3:1][O:2][C:3]1[N:8]=[C:7]2[N:9]([CH2:14][CH2:15][CH2:16][NH:18][CH:19]3[CH2:20][C:21](=[O:35])[N:22]([C:24]4[CH:25]=[CH:26][C:27]5[O:32][CH2:31][C:30](=[O:33])[NH:29][C:28]=5[CH:34]=4)[CH2:23]3)[C:10](=[O:13])[CH:11]=[CH:12][C:6]2=[N:5][CH:4]=1. The catalyst class is: 120. (5) Reactant: [Br:1][C:2]1[N:3]([CH3:10])[C:4]([C:7]([OH:9])=O)=[CH:5][N:6]=1.C(Cl)CCl.[CH:15]1[CH:16]=CC2N(O)N=[N:21][C:19]=2[CH:20]=1.N1CCCC1. Product: [Br:1][C:2]1[N:3]([CH3:10])[C:4]([C:7]([N:21]2[CH2:16][CH2:15][CH2:20][CH2:19]2)=[O:9])=[CH:5][N:6]=1. The catalyst class is: 7. (6) Reactant: Br[C:2]1[C:11]2[C:6](=[CH:7][CH:8]=[C:9]([CH3:12])[CH:10]=2)[C:5](=[O:13])[N:4]([CH3:14])[CH:3]=1.[CH2:15]([S:17]([NH:20][C:21]1[CH:22]=[C:23](B(O)O)[CH:24]=[CH:25][CH:26]=1)(=[O:19])=[O:18])[CH3:16].[O-]P([O-])([O-])=O.[K+].[K+].[K+]. Product: [CH3:14][N:4]1[CH:3]=[C:2]([C:25]2[CH:26]=[C:21]([NH:20][S:17]([CH2:15][CH3:16])(=[O:18])=[O:19])[CH:22]=[CH:23][CH:24]=2)[C:11]2[C:6](=[CH:7][CH:8]=[C:9]([CH3:12])[CH:10]=2)[C:5]1=[O:13]. The catalyst class is: 75.